From a dataset of Full USPTO retrosynthesis dataset with 1.9M reactions from patents (1976-2016). Predict the reactants needed to synthesize the given product. (1) The reactants are: [CH:1]1[C:6]2[CH2:7][CH2:8][C:9](=O)[CH2:10][CH2:11][C:5]=2[CH:4]=[CH:3][CH:2]=1.[CH2:13]([NH2:20])[C:14]1[CH:19]=[CH:18][CH:17]=[CH:16][CH:15]=1. Given the product [CH2:13]([NH:20][CH:9]1[CH2:8][CH2:7][C:6]2[CH:1]=[CH:2][CH:3]=[CH:4][C:5]=2[CH2:11][CH2:10]1)[C:14]1[CH:19]=[CH:18][CH:17]=[CH:16][CH:15]=1, predict the reactants needed to synthesize it. (2) Given the product [CH2:25]([N:28]1[C@H:29]([CH3:35])[CH2:30][N:31]([C@@H:1]([C:48]2[CH:47]=[CH:46][CH:45]=[C:44]([OH:43])[CH:49]=2)[C:3]2[CH:15]=[CH:14][C:6]([C:7]([N:9]([CH2:12][CH3:13])[CH2:10][CH3:11])=[O:8])=[CH:5][CH:4]=2)[C@@H:32]([CH3:34])[CH2:33]1)[CH:26]=[CH2:27].[CH:1]([C:3]1[CH:15]=[CH:14][C:6]([C:7]([N:9]([CH2:10][CH3:11])[CH2:12][CH3:13])=[O:8])=[CH:5][CH:4]=1)=[O:2], predict the reactants needed to synthesize it. The reactants are: [CH:1]([C:3]1[CH:15]=[CH:14][C:6]([C:7]([N:9]([CH2:12][CH3:13])[CH2:10][CH3:11])=[O:8])=[CH:5][CH:4]=1)=[O:2].N1C2C=CC=CC=2N=N1.[CH2:25]([N:28]1[CH2:33][C@H:32]([CH3:34])[NH:31][CH2:30][C@H:29]1[CH3:35])[CH:26]=[CH2:27].[Si]([O:43][C:44]1[CH:45]=[C:46]([Mg]Br)[CH:47]=[CH:48][CH:49]=1)(C(C)(C)C)(C)C.Cl. (3) Given the product [Cl:1][C:2]1[CH:23]=[C:22]([Cl:24])[CH:21]=[CH:20][C:3]=1[CH2:4][NH:5][C:6]([C:8]1[C:9]([O:16][CH:17]([CH3:19])[CH3:18])=[N:10][N:11]([CH2:13][CH2:14][O:15][C:28]2[C:27]([CH2:25][CH3:26])=[CH:32][CH:31]=[CH:30][C:29]=2[CH2:33][C:34]([OH:36])=[O:35])[CH:12]=1)=[O:7], predict the reactants needed to synthesize it. The reactants are: [Cl:1][C:2]1[CH:23]=[C:22]([Cl:24])[CH:21]=[CH:20][C:3]=1[CH2:4][NH:5][C:6]([C:8]1[C:9]([O:16][CH:17]([CH3:19])[CH3:18])=[N:10][N:11]([CH2:13][CH2:14][OH:15])[CH:12]=1)=[O:7].[CH2:25]([C:27]1[C:28](O)=[C:29]([CH2:33][C:34]([O:36]C)=[O:35])[CH:30]=[CH:31][CH:32]=1)[CH3:26].C(P(CCCC)CCCC)CCC.N(C(N1CCCCC1)=O)=NC(N1CCCCC1)=O. (4) Given the product [CH3:30][O:31][CH2:32][C:33]#[C:34][C:2]1[CH:3]=[CH:4][C:5]2[O:9][C:8]3[CH:10]=[C:11]([S:14]([NH:17][C@@H:18]([CH:26]([CH3:28])[CH3:27])[C:19]([O:21][C:22]([CH3:24])([CH3:23])[CH3:25])=[O:20])(=[O:15])=[O:16])[CH:12]=[CH:13][C:7]=3[C:6]=2[CH:29]=1, predict the reactants needed to synthesize it. The reactants are: Br[C:2]1[CH:3]=[CH:4][C:5]2[O:9][C:8]3[CH:10]=[C:11]([S:14]([NH:17][C@@H:18]([CH:26]([CH3:28])[CH3:27])[C:19]([O:21][C:22]([CH3:25])([CH3:24])[CH3:23])=[O:20])(=[O:16])=[O:15])[CH:12]=[CH:13][C:7]=3[C:6]=2[CH:29]=1.[CH3:30][O:31][CH2:32][C:33]#[CH:34]. (5) Given the product [F:42][C:40]1[CH:41]=[C:36]([CH:37]=[C:38]([F:45])[C:39]=1[O:43][CH3:44])[CH2:35][N:11]1[C:10]2[CH:9]=[C:8]([C:5]3[CH:6]=[CH:7][C:2]([F:1])=[CH:3][C:4]=3[O:32][CH3:33])[S:16][C:15]=2[C:14](=[O:17])[N:13]([CH:18]2[CH2:23][CH2:22][N:21]([C:24]([O:26][C:27]([CH3:28])([CH3:29])[CH3:30])=[O:25])[CH2:20][CH2:19]2)[C:12]1=[O:31], predict the reactants needed to synthesize it. The reactants are: [F:1][C:2]1[CH:7]=[CH:6][C:5]([C:8]2[S:16][C:15]3[C:14](=[O:17])[N:13]([CH:18]4[CH2:23][CH2:22][N:21]([C:24]([O:26][C:27]([CH3:30])([CH3:29])[CH3:28])=[O:25])[CH2:20][CH2:19]4)[C:12](=[O:31])[NH:11][C:10]=3[CH:9]=2)=[C:4]([O:32][CH3:33])[CH:3]=1.Br[CH2:35][C:36]1[CH:37]=[C:38]([F:45])[C:39]([O:43][CH3:44])=[C:40]([F:42])[CH:41]=1.C(=O)([O-])[O-].[K+].[K+].